Predict the product of the given reaction. From a dataset of Forward reaction prediction with 1.9M reactions from USPTO patents (1976-2016). (1) Given the reactants [NH2:1][C:2]1[CH:3]=[C:4]([C:8]([C:10]2[CH:11]=[C:12]3[C:17](=[CH:18][CH:19]=2)[N:16]=[CH:15][C:14]([N:20]2[CH2:25][CH2:24][O:23][CH2:22][CH2:21]2)=[N:13]3)=[O:9])[CH:5]=[CH:6][CH:7]=1.CCN(C(C)C)C(C)C.[F:35][C:36]1[CH:37]=[C:38]([CH:42]=[CH:43][CH:44]=1)[C:39](Cl)=[O:40], predict the reaction product. The product is: [F:35][C:36]1[CH:37]=[C:38]([CH:42]=[CH:43][CH:44]=1)[C:39]([NH:1][C:2]1[CH:7]=[CH:6][CH:5]=[C:4]([C:8]([C:10]2[CH:11]=[C:12]3[C:17](=[CH:18][CH:19]=2)[N:16]=[CH:15][C:14]([N:20]2[CH2:21][CH2:22][O:23][CH2:24][CH2:25]2)=[N:13]3)=[O:9])[CH:3]=1)=[O:40]. (2) Given the reactants [CH:1]1([CH:7]([C:18]2[CH:22]=[C:21]([C:23]3[CH:28]=[CH:27][C:26]([F:29])=[CH:25][C:24]=3[F:30])[O:20][C:19]=2[CH3:31])[O:8][C:9]2[CH:17]=[CH:16][C:12]([C:13](O)=[O:14])=[CH:11][CH:10]=2)[CH2:6][CH2:5][CH2:4][CH2:3][CH2:2]1.[CH3:32][NH:33][CH2:34][CH2:35][C:36]([O:38]CC)=[O:37], predict the reaction product. The product is: [CH:1]1([CH:7]([C:18]2[CH:22]=[C:21]([C:23]3[CH:28]=[CH:27][C:26]([F:29])=[CH:25][C:24]=3[F:30])[O:20][C:19]=2[CH3:31])[O:8][C:9]2[CH:17]=[CH:16][C:12]([C:13]([N:33]([CH3:32])[CH2:34][CH2:35][C:36]([OH:38])=[O:37])=[O:14])=[CH:11][CH:10]=2)[CH2:6][CH2:5][CH2:4][CH2:3][CH2:2]1.